This data is from Catalyst prediction with 721,799 reactions and 888 catalyst types from USPTO. The task is: Predict which catalyst facilitates the given reaction. (1) Reactant: [CH3:1][P:2](=[O:7])([O:5][CH3:6])[O:3][CH3:4].C([Li])CCC.[O:13]1[CH2:18][CH2:17][CH:16]([CH2:19][C:20](OC)=[O:21])[CH2:15][CH2:14]1. Product: [CH3:4][O:3][P:2]([CH2:1][C:20](=[O:21])[CH2:19][CH:16]1[CH2:17][CH2:18][O:13][CH2:14][CH2:15]1)(=[O:7])[O:5][CH3:6]. The catalyst class is: 1. (2) The catalyst class is: 624. Product: [NH2:1][C:4]1[CH:5]=[CH:6][C:7]([CH2:10][C:11]([N:29]2[CH2:30][CH2:31][N:26]([CH3:25])[CH2:27][CH2:28]2)=[O:13])=[CH:8][CH:9]=1. Reactant: [N+:1]([C:4]1[CH:9]=[CH:8][C:7]([CH2:10][C:11]([OH:13])=O)=[CH:6][CH:5]=1)([O-])=O.CN(C=O)C.C(Cl)(=O)C(Cl)=O.[CH3:25][N:26]1[CH2:31][CH2:30][NH:29][CH2:28][CH2:27]1. (3) Reactant: [OH:1][N:2]=[C:3]([C:8]([O:10]C)=[O:9])[C:4]([O:6]C)=[O:5].[OH-].[Na+].[N+]([O-])(O)=O.[N+]([O-])([O-])=O.[Co+2:22].[N+]([O-])([O-])=O. The catalyst class is: 6. Product: [OH:1][N:2]=[C:3]([C:8]([O-:10])=[O:9])[C:4]([O-:6])=[O:5].[Co+2:22]. (4) Reactant: F[C:2]1[CH:9]=[C:8]([N+:10]([O-:12])=[O:11])[CH:7]=[CH:6][C:3]=1[CH:4]=O.Cl.[C:14]([NH2:17])(=[NH:16])[CH3:15].C([O-])([O-])=O.[K+].[K+]. Product: [CH3:15][C:14]1[N:17]=[CH:4][C:3]2[C:2](=[CH:9][C:8]([N+:10]([O-:12])=[O:11])=[CH:7][CH:6]=2)[N:16]=1. The catalyst class is: 10. (5) Product: [BrH:1].[OH:16][CH2:15][C@@H:13]1[CH2:14][NH:9][CH2:10][C@H:11]([OH:24])[C@H:12]1[C:17]1[CH:22]=[CH:21][C:20]([OH:23])=[CH:19][CH:18]=1. The catalyst class is: 19. Reactant: [BrH:1].C([N:9]1[CH2:14][C@@H:13]([CH2:15][OH:16])[C@H:12]([C:17]2[CH:22]=[CH:21][C:20]([OH:23])=[CH:19][CH:18]=2)[C@@H:11]([OH:24])[CH2:10]1)C1C=CC=CC=1.